Task: Predict which catalyst facilitates the given reaction.. Dataset: Catalyst prediction with 721,799 reactions and 888 catalyst types from USPTO (1) Reactant: [N+:1]([C:4]1[CH:13]=[C:12]2[C:7]([CH2:8][CH2:9][N:10]([C:14]([O:16][C:17]([CH3:20])([CH3:19])[CH3:18])=[O:15])[CH2:11]2)=[CH:6][CH:5]=1)([O-])=O. Product: [NH2:1][C:4]1[CH:13]=[C:12]2[C:7]([CH2:8][CH2:9][N:10]([C:14]([O:16][C:17]([CH3:20])([CH3:19])[CH3:18])=[O:15])[CH2:11]2)=[CH:6][CH:5]=1. The catalyst class is: 105. (2) Reactant: [CH2:1]([C:3]1[CH:8]=[CH:7][C:6](Br)=[CH:5][CH:4]=1)[CH3:2].C([Li])(C)(C)C.[CH2:15]([O:22][C:23]1[C:28]([CH:29]=[O:30])=[C:27]([CH3:31])[CH:26]=[C:25]([CH3:32])[N:24]=1)[C:16]1[CH:21]=[CH:20][CH:19]=[CH:18][CH:17]=1.[Cl-].[NH4+]. Product: [CH2:15]([O:22][C:23]1[C:28]([CH:29]([C:6]2[CH:7]=[CH:8][C:3]([CH2:1][CH3:2])=[CH:4][CH:5]=2)[OH:30])=[C:27]([CH3:31])[CH:26]=[C:25]([CH3:32])[N:24]=1)[C:16]1[CH:17]=[CH:18][CH:19]=[CH:20][CH:21]=1. The catalyst class is: 7. (3) Reactant: [CH2:1]([O:4][C:5]1[C:16]([O:17][CH3:18])=[C:15]([NH:19][C:20](=[O:62])[C:21]2[CH:26]=[CH:25][C:24]([NH:27][S:28]([C:31]3[CH:36]=[CH:35][C:34]([NH:37][C:38](=[O:55])[C@@H:39]([NH:43][C:44](=[O:54])[C:45]4[CH:50]=[CH:49][C:48]([N+:51]([O-])=O)=[CH:47][CH:46]=4)[CH2:40][C:41]#[N:42])=[CH:33][CH:32]=3)(=[O:30])=[O:29])=[C:23]([O:56][CH3:57])[C:22]=2[O:58][CH2:59][CH:60]=[CH2:61])[CH:14]=[CH:13][C:6]=1[C:7]([O:9][CH2:10][CH:11]=[CH2:12])=[O:8])[CH:2]=[CH2:3].Cl[Sn]Cl.O. Product: [CH2:1]([O:4][C:5]1[C:16]([O:17][CH3:18])=[C:15]([NH:19][C:20](=[O:62])[C:21]2[CH:26]=[CH:25][C:24]([NH:27][S:28]([C:31]3[CH:36]=[CH:35][C:34]([NH:37][C:38](=[O:55])[C@@H:39]([NH:43][C:44](=[O:54])[C:45]4[CH:46]=[CH:47][C:48]([NH2:51])=[CH:49][CH:50]=4)[CH2:40][C:41]#[N:42])=[CH:33][CH:32]=3)(=[O:30])=[O:29])=[C:23]([O:56][CH3:57])[C:22]=2[O:58][CH2:59][CH:60]=[CH2:61])[CH:14]=[CH:13][C:6]=1[C:7]([O:9][CH2:10][CH:11]=[CH2:12])=[O:8])[CH:2]=[CH2:3]. The catalyst class is: 14. (4) Reactant: [C:1]([O:5][C:6](=[O:24])[NH:7][C@@H:8]([C:12]([CH:14]1[C:19](=[O:20])OC(C)(C)OC1=O)=[O:13])[CH:9]([CH3:11])[CH3:10])([CH3:4])(C)C.[C:25](OCC)(=O)[CH3:26].CCCCCC.C(OCC)(=O)C. Product: [CH2:1]([O:5][C:6]([N:7]1[C:19](=[O:20])[CH2:14][C:12](=[O:13])[CH:8]1[CH:9]([CH3:10])[CH3:11])=[O:24])[CH2:4][CH2:25][CH3:26]. The catalyst class is: 25. (5) Reactant: [CH3:1][C@@H:2]1[O:7][C@@H:6]([O:8][C@@H:9]2[C:14]3=[C:15]([OH:32])[C:16]4[C:28](=[O:29])[C:27]5[C:22](=[CH:23][CH:24]=[CH:25][C:26]=5[O:30][CH3:31])[C:20](=[O:21])[C:17]=4[C:18]([OH:19])=[C:13]3[CH2:12][C@@:11]([OH:37])([C:33]([CH2:35][OH:36])=[O:34])[CH2:10]2)[CH2:5][C@H:4]([NH2:38])[C@@H:3]1[OH:39].Cl.C(N(C(C)C)CC)(C)C.CO.C(Cl)Cl. Product: [CH3:1][C@@H:2]1[O:7][C@@H:6]([O:8][C@@H:9]2[C:14]3=[C:15]([OH:32])[C:16]4[C:28](=[O:29])[C:27]5[C:22](=[CH:23][CH:24]=[CH:25][C:26]=5[O:30][CH3:31])[C:20](=[O:21])[C:17]=4[C:18]([OH:19])=[C:13]3[CH2:12][C@@:11]([OH:37])([C:33]([CH2:35][OH:36])=[O:34])[CH2:10]2)[CH2:5][C@H:4]([NH2:38])[C@@H:3]1[OH:39]. The catalyst class is: 3. (6) Reactant: [F:1][C:2]1[CH:3]=[C:4]([C@H:10]2[N:18]3[C@@H:13]([CH:14]=[CH:15][CH2:16][C:17]3=[O:19])[CH2:12][CH2:11]2)[CH:5]=[C:6]([F:9])[C:7]=1[F:8].[H][H]. Product: [F:9][C:6]1[CH:5]=[C:4]([C@H:10]2[N:18]3[C@H:13]([CH2:14][CH2:15][CH2:16][C:17]3=[O:19])[CH2:12][CH2:11]2)[CH:3]=[C:2]([F:1])[C:7]=1[F:8]. The catalyst class is: 663. (7) Reactant: [Br:1][C:2]1[CH:7]=[CH:6][C:5]([CH:8]=[CH:9][C:10](=O)[C:11]([F:17])([F:16])[C:12]([F:15])([F:14])[F:13])=[CH:4][CH:3]=1.Cl.[Cl:20][C:21]1[CH:26]=[CH:25][CH:24]=[CH:23][C:22]=1[NH:27][NH2:28]. Product: [Br:1][C:2]1[CH:7]=[CH:6][C:5]([CH:8]2[N:27]([C:22]3[CH:23]=[CH:24][CH:25]=[CH:26][C:21]=3[Cl:20])[N:28]=[C:10]([C:11]([F:17])([F:16])[C:12]([F:15])([F:14])[F:13])[CH2:9]2)=[CH:4][CH:3]=1. The catalyst class is: 15. (8) Reactant: [F:1][C:2]1[CH:8]=[CH:7][C:5]([NH2:6])=[C:4]([N+:9]([O-:11])=[O:10])[CH:3]=1.[CH3:12][C:13]([O:16][C:17](O[C:17]([O:16][C:13]([CH3:15])([CH3:14])[CH3:12])=[O:18])=[O:18])([CH3:15])[CH3:14].C(O)(C(F)(F)F)=O. Product: [C:13]([O:16][C:17](=[O:18])[NH:6][C:5]1[CH:7]=[CH:8][C:2]([F:1])=[CH:3][C:4]=1[N+:9]([O-:11])=[O:10])([CH3:15])([CH3:14])[CH3:12]. The catalyst class is: 2. (9) Product: [CH3:14][O:15][CH2:16][O:10][C:7]1[CH:8]=[CH:9][C:4]([NH2:3])=[C:5]([N+:11]([O-:13])=[O:12])[CH:6]=1. The catalyst class is: 1. Reactant: [H-].[Na+].[NH2:3][C:4]1[CH:9]=[CH:8][C:7]([OH:10])=[CH:6][C:5]=1[N+:11]([O-:13])=[O:12].[CH3:14][O:15][CH2:16]Cl. (10) Reactant: F[C:2]1[CH:9]=[CH:8][CH:7]=[CH:6][C:3]=1[C:4]#[N:5].[CH2:10]([N:17]1[CH2:22][CH2:21][NH:20][CH2:19][CH2:18]1)[C:11]1[CH:16]=[CH:15][CH:14]=[CH:13][CH:12]=1.C([O-])([O-])=O.[K+].[K+]. Product: [CH2:10]([N:17]1[CH2:22][CH2:21][N:20]([C:2]2[CH:9]=[CH:8][CH:7]=[CH:6][C:3]=2[C:4]#[N:5])[CH2:19][CH2:18]1)[C:11]1[CH:12]=[CH:13][CH:14]=[CH:15][CH:16]=1. The catalyst class is: 16.